Task: Predict the product of the given reaction.. Dataset: Forward reaction prediction with 1.9M reactions from USPTO patents (1976-2016) (1) The product is: [CH2:4]([O:6][C:7]([C:8]1[CH:9]=[C:10]([C:12]2[CH:17]=[C:16]([Cl:18])[C:15]([O:19][CH2:20][C:21]3[CH:26]=[CH:25][CH:24]=[CH:23][CH:22]=3)=[CH:14][C:13]=2[O:27][CH2:28][C:29]2[CH:34]=[CH:33][CH:32]=[CH:31][CH:30]=2)[O:11][N:2]=1)=[O:36])[CH3:5]. Given the reactants Cl.[NH2:2]O.[CH2:4]([O:6][C:7](=[O:36])[C:8](O)=[CH:9][C:10]([C:12]1[CH:17]=[C:16]([Cl:18])[C:15]([O:19][CH2:20][C:21]2[CH:26]=[CH:25][CH:24]=[CH:23][CH:22]=2)=[CH:14][C:13]=1[O:27][CH2:28][C:29]1[CH:34]=[CH:33][CH:32]=[CH:31][CH:30]=1)=[O:11])[CH3:5], predict the reaction product. (2) Given the reactants [CH3:1][C:2]1[N:7]=[C:6]([N:8]2[CH2:13][CH2:12][C:11](=[CH:14][C:15]#[CH:16])[CH2:10][CH2:9]2)[C:5]([N+:17]([O-:19])=[O:18])=[CH:4][CH:3]=1.C[Si](C)(C)C#CC=C1CCNCC1.[CH2:33]([O:35][C:36]1[CH:37]=[C:38](Br)[CH:39]=[CH:40][CH:41]=1)[CH3:34].O.[F-].C([N+](CCCC)(CCCC)CCCC)CCC, predict the reaction product. The product is: [CH2:33]([O:35][C:36]1[CH:41]=[C:40]([C:16]#[C:15][CH:14]=[C:11]2[CH2:12][CH2:13][N:8]([C:6]3[C:5]([N+:17]([O-:19])=[O:18])=[CH:4][CH:3]=[C:2]([CH3:1])[N:7]=3)[CH2:9][CH2:10]2)[CH:39]=[CH:38][CH:37]=1)[CH3:34]. (3) Given the reactants [CH2:1]([NH:3][S:4]([C:7]1[CH:12]=[CH:11][C:10]([S:13]CC2C=CC(OC)=CC=2)=[CH:9][CH:8]=1)(=[O:6])=[O:5])[CH3:2].C([SiH](CC)CC)C, predict the reaction product. The product is: [CH2:1]([NH:3][S:4]([C:7]1[CH:12]=[CH:11][C:10]([SH:13])=[CH:9][CH:8]=1)(=[O:5])=[O:6])[CH3:2]. (4) Given the reactants [Cl:1][C:2]1[CH:3]=[C:4]([CH2:8][O:9][C:10]2[CH:11]=[CH:12][C:13]([CH3:32])=[C:14]([C:16]([NH:18][C:19]3[CH:24]=[CH:23][C:22]([CH2:25][C:26]([O:28]CC)=[O:27])=[CH:21][C:20]=3[CH3:31])=[O:17])[CH:15]=2)[CH:5]=[CH:6][CH:7]=1.Cl, predict the reaction product. The product is: [Cl:1][C:2]1[CH:3]=[C:4]([CH2:8][O:9][C:10]2[CH:11]=[CH:12][C:13]([CH3:32])=[C:14]([C:16]([NH:18][C:19]3[CH:24]=[CH:23][C:22]([CH2:25][C:26]([OH:28])=[O:27])=[CH:21][C:20]=3[CH3:31])=[O:17])[CH:15]=2)[CH:5]=[CH:6][CH:7]=1. (5) Given the reactants Cl.Cl.[NH:3]1[C:11]2[C:6](=[CH:7][C:8]([C:12]3[C:20]4[C:15](=[N:16][CH:17]=[N:18][C:19]=4[NH2:21])[N:14]([CH3:22])[N:13]=3)=[CH:9][CH:10]=2)[CH2:5][CH2:4]1.[CH3:23][O:24][C:25]1[CH:30]=[CH:29][CH:28]=[CH:27][C:26]=1[CH2:31][C:32](O)=[O:33].CN(C(ON1N=NC2C=CC=NC1=2)=[N+](C)C)C.F[P-](F)(F)(F)(F)F.CCN(C(C)C)C(C)C, predict the reaction product. The product is: [CH3:22][N:14]1[C:15]2=[N:16][CH:17]=[N:18][C:19]([NH2:21])=[C:20]2[C:12]([C:8]2[CH:7]=[C:6]3[C:11](=[CH:10][CH:9]=2)[N:3]([C:32](=[O:33])[CH2:31][C:26]2[CH:27]=[CH:28][CH:29]=[CH:30][C:25]=2[O:24][CH3:23])[CH2:4][CH2:5]3)=[N:13]1. (6) Given the reactants CS(O[C:6]1([CH2:9][CH2:10][O:11][C:12](=[O:15])[CH2:13][CH3:14])[CH2:8][CH2:7]1)(=O)=O.[Cl:16]CCl, predict the reaction product. The product is: [C:12]([O:11][CH2:10][CH2:9][C:6]([CH2:8][Cl:16])=[CH2:7])(=[O:15])[CH2:13][CH3:14]. (7) Given the reactants [CH3:1][O:2][C:3]([C:5]1[CH:14]=[CH:13][C:12]2[C:7](=[CH:8][CH:9]=[C:10]([O:17][CH3:18])[C:11]=2[CH:15]=O)[CH:6]=1)=[O:4].[F:19][C:20]([F:31])([F:30])[O:21][C:22]1[CH:29]=[CH:28][C:25]([CH2:26][NH2:27])=[CH:24][CH:23]=1.CC(O)=O.C([BH3-])#N.[Na+], predict the reaction product. The product is: [CH3:1][O:2][C:3]([C:5]1[CH:14]=[CH:13][C:12]2[C:7](=[CH:8][CH:9]=[C:10]([O:17][CH3:18])[C:11]=2[CH2:15][NH:27][CH2:26][C:25]2[CH:28]=[CH:29][C:22]([O:21][C:20]([F:19])([F:30])[F:31])=[CH:23][CH:24]=2)[CH:6]=1)=[O:4]. (8) Given the reactants [NH2:1][C@H:2]1[C:10]2[C:5](=[C:6]([C:11]3[N:15]=[C:14]([C:16]4[CH:17]=[CH:18][C:19]([O:24][CH:25]([CH3:27])[CH3:26])=[C:20]([CH:23]=4)[C:21]#[N:22])[O:13][N:12]=3)[CH:7]=[CH:8][CH:9]=2)[CH2:4][CH2:3]1.CC(O)C.[CH2:32]([CH:34]1[O:36][CH2:35]1)[Cl:33], predict the reaction product. The product is: [Cl:33][CH2:32][CH:34]([OH:36])[CH2:35][NH:1][C@H:2]1[C:10]2[C:5](=[C:6]([C:11]3[N:15]=[C:14]([C:16]4[CH:17]=[CH:18][C:19]([O:24][CH:25]([CH3:27])[CH3:26])=[C:20]([CH:23]=4)[C:21]#[N:22])[O:13][N:12]=3)[CH:7]=[CH:8][CH:9]=2)[CH2:4][CH2:3]1. (9) Given the reactants [CH:1](=[O:7])/[CH:2]=[CH:3]/[CH2:4][CH2:5][CH3:6].C1(CNCC2CCCCC2)CCCCC1.Br[C:24]1[CH:25]=[CH:26][C:27]2[NH:32][C:31](=[O:33])[O:30][C:29]([CH2:36][CH3:37])([CH2:34][CH3:35])[C:28]=2[CH:38]=1.C(P(C(C)(C)C)C(C)(C)C)(C)(C)C, predict the reaction product. The product is: [CH2:34]([C:29]1([CH2:36][CH3:37])[C:28]2[CH:38]=[C:24](/[C:3](/[CH2:4][CH2:5][CH3:6])=[CH:2]/[CH:1]=[O:7])[CH:25]=[CH:26][C:27]=2[NH:32][C:31](=[O:33])[O:30]1)[CH3:35]. (10) Given the reactants [Cl:1][C:2]1[N:3]=[CH:4][C:5]([C:8]([OH:10])=O)=[N:6][CH:7]=1.[CH2:11]([NH:13][CH3:14])[CH3:12], predict the reaction product. The product is: [Cl:1][C:2]1[N:3]=[CH:4][C:5]([C:8]([N:13]([CH2:11][CH3:12])[CH3:14])=[O:10])=[N:6][CH:7]=1.